From a dataset of CYP2C9 inhibition data for predicting drug metabolism from PubChem BioAssay. Regression/Classification. Given a drug SMILES string, predict its absorption, distribution, metabolism, or excretion properties. Task type varies by dataset: regression for continuous measurements (e.g., permeability, clearance, half-life) or binary classification for categorical outcomes (e.g., BBB penetration, CYP inhibition). Dataset: cyp2c9_veith. (1) The compound is CCOc1cc(C)c(S(=O)(=O)Nc2ccc3cn[nH]c3c2)cc1C. The result is 1 (inhibitor). (2) The compound is O=C(NNc1cccc(Cl)n1)Nc1ccc(Cl)cc1. The result is 0 (non-inhibitor). (3) The molecule is O=C1[C@@H]2CC[C@H]3/C(=N\OC[C@@H](O)COCc4ccco4)C[C@@H](O)[C@@H](O)[C@@H]3[C@H]2C(=O)N1c1ccc(F)cc1F. The result is 0 (non-inhibitor). (4) The molecule is O=C1c2ccccc2C(=O)c2c(NC(=O)c3ccc4c5c(ncnc35)-c3ccccc3C4=O)cccc21. The result is 0 (non-inhibitor). (5) The compound is CCC(CC)C(=O)NC1CCSC1=O. The result is 0 (non-inhibitor). (6) The result is 0 (non-inhibitor). The drug is CC(C)SC(=N)N. (7) The compound is OCCN[C@@H]1c2cc(Cl)ccc2-c2c(Cl)cc(Cl)cc21. The result is 0 (non-inhibitor). (8) The molecule is COCC(=O)N1CCC[C@@]2(CCN(c3ccncc3)C2)C1. The result is 0 (non-inhibitor). (9) The drug is Cc1cc(Cl)nc(NC(=O)CSc2ccc(Cl)cc2)n1. The result is 0 (non-inhibitor). (10) The compound is COc1ccc(C(=O)N2CCC3(CC2)CN(Cc2ccc(C#N)cc2)C3)cc1. The result is 0 (non-inhibitor).